The task is: Regression/Classification. Given a drug SMILES string, predict its absorption, distribution, metabolism, or excretion properties. Task type varies by dataset: regression for continuous measurements (e.g., permeability, clearance, half-life) or binary classification for categorical outcomes (e.g., BBB penetration, CYP inhibition). Dataset: b3db_classification.. This data is from Blood-brain barrier permeability classification from the B3DB database. (1) The compound is CC1(C)S[C@@H]2[C@@H](NC(=O)[C@H](N)c3ccccc3)C(=O)N2[C@H]1C(=O)O. The result is 0 (does not penetrate BBB). (2) The drug is C[C@H]1[C@H](NC(=O)/C(=N/OC(C)(C)C(=O)O)c2csc(N)n2)C(=O)N1S(=O)(=O)O. The result is 0 (does not penetrate BBB). (3) The result is 1 (penetrates BBB). The drug is Cc1ccc(C)cc1.